This data is from Reaction yield outcomes from USPTO patents with 853,638 reactions. The task is: Predict the reaction yield, written as a fraction of the theoretical maximum amount of product (1.0 means a 100% yield; for example, 0.34 means a 34% yield). The reactants are [NH2:1][C:2]1[CH:9]=[CH:8][C:5]([C:6]#[N:7])=[CH:4][C:3]=1[SH:10].Br[CH2:12][C:13]1[CH:18]=[CH:17][CH:16]=[CH:15][CH:14]=1.C([O-])([O-])=O.[K+].[K+]. The catalyst is CN(C=O)C. The product is [NH2:1][C:2]1[CH:9]=[CH:8][C:5]([C:6]#[N:7])=[CH:4][C:3]=1[S:10][CH2:12][C:13]1[CH:18]=[CH:17][CH:16]=[CH:15][CH:14]=1. The yield is 0.790.